From a dataset of Forward reaction prediction with 1.9M reactions from USPTO patents (1976-2016). Predict the product of the given reaction. (1) The product is: [CH3:1][C:2]1([CH3:12])[CH2:8][CH2:7][CH2:6][CH2:5][O:4][C:3]1=[O:9]. Given the reactants [CH3:1][CH:2]1[CH2:8][CH2:7][CH2:6][CH2:5][O:4][C:3]1=[O:9].[H-].[Li+].[CH3:12]I, predict the reaction product. (2) Given the reactants Br[C:2]1[C:3]([CH3:9])=[C:4]([CH:6]=[CH:7][CH:8]=1)[NH2:5].[CH3:10][C:11]1([CH3:27])[C:15]([CH3:17])([CH3:16])[O:14][B:13]([B:13]2[O:14][C:15]([CH3:17])([CH3:16])[C:11]([CH3:27])([CH3:10])[O:12]2)[O:12]1.C([O-])(=O)C.[K+], predict the reaction product. The product is: [CH3:9][C:3]1[C:2]([B:13]2[O:14][C:15]([CH3:17])([CH3:16])[C:11]([CH3:27])([CH3:10])[O:12]2)=[CH:8][CH:7]=[CH:6][C:4]=1[NH2:5]. (3) Given the reactants [C:1]([NH:4][C:5]1[S:6][CH:7]=[C:8]([C:10]2[CH:15]=[CH:14][C:13]([N:16]3[C:20]([Cl:21])=[CH:19][C:18]([NH:22][C:23]([NH:25][C:26]4[CH:31]=[CH:30][CH:29]=[C:28]([C:32]([O:34]C)=[O:33])[CH:27]=4)=[O:24])=[C:17]3[C:36](OCC)=[O:37])=[CH:12][CH:11]=2)[N:9]=1)(=[O:3])[CH3:2].C1COCC1.CC(C)([O-])C.[K+], predict the reaction product. The product is: [C:1]([NH:4][C:5]1[S:6][CH:7]=[C:8]([C:10]2[CH:15]=[CH:14][C:13]([N:16]3[C:17]4[C:36](=[O:37])[N:25]([C:26]5[CH:27]=[C:28]([CH:29]=[CH:30][CH:31]=5)[C:32]([OH:34])=[O:33])[C:23](=[O:24])[NH:22][C:18]=4[CH:19]=[C:20]3[Cl:21])=[CH:12][CH:11]=2)[N:9]=1)(=[O:3])[CH3:2].